This data is from Reaction yield outcomes from USPTO patents with 853,638 reactions. The task is: Predict the reaction yield, written as a fraction of the theoretical maximum amount of product (1.0 means a 100% yield; for example, 0.34 means a 34% yield). (1) The reactants are Cl.[NH2:2][C@@H:3]([C:5]([NH2:7])=[O:6])[CH3:4].CO.[F:10][C:11]1[CH:12]=[C:13]([CH:24]=[CH:25][CH:26]=1)[CH2:14][O:15][C:16]1[CH:23]=[CH:22][C:19]([CH:20]=O)=[CH:18][CH:17]=1. The catalyst is C(N(CC)CC)C. The product is [F:10][C:11]1[CH:12]=[C:13]([CH:24]=[CH:25][CH:26]=1)[CH2:14][O:15][C:16]1[CH:23]=[CH:22][C:19]([CH:20]=[N:2][C@H:3]([CH3:4])[C:5]([NH2:7])=[O:6])=[CH:18][CH:17]=1. The yield is 0.464. (2) The product is [CH3:1][O:2][C:3]([NH:5][C@@H:6]([CH:28]([CH3:30])[CH3:29])[C:7]([N:9]1[C@H:17]([C:18]([OH:20])=[O:19])[CH2:16][C:11]2([O:15][CH2:14][CH2:13][O:12]2)[CH2:10]1)=[O:8])=[O:4]. The yield is 0.980. The reactants are [CH3:1][O:2][C:3]([NH:5][C@@H:6]([CH:28]([CH3:30])[CH3:29])[C:7]([N:9]1[C@H:17]([C:18]([O:20]CC2C=CC=CC=2)=[O:19])[CH2:16][C:11]2([O:15][CH2:14][CH2:13][O:12]2)[CH2:10]1)=[O:8])=[O:4]. The catalyst is C(O)C.[Pd]. (3) The reactants are [CH2:1]([N:3]([CH2:7][CH3:8])[CH2:4][C:5]#[CH:6])[CH3:2].[Br:9][C:10]1[CH:15]=[CH:14][CH:13]=[C:12](I)[CH:11]=1.[N-:17]=[N+:18]=[N-:19].[Na+].N1CCC[C@H]1C(O)=O.C([O-])([O-])=O.[Na+].[Na+].O=C1O[C@H]([C@H](CO)O)C([O-])=C1O.[Na+]. The catalyst is O.CS(C)=O. The product is [Br:9][C:10]1[CH:11]=[C:12]([N:17]2[CH:6]=[C:5]([CH2:4][N:3]([CH2:7][CH3:8])[CH2:1][CH3:2])[N:19]=[N:18]2)[CH:13]=[CH:14][CH:15]=1. The yield is 0.700. (4) The catalyst is C1(C)C=CC=CC=1.O.CCOC(C)=O.C([O-])(=O)C.[Pd+2].C([O-])(=O)C. The reactants are Br[C:2]1[N:3]([CH:17]([CH3:19])[CH3:18])[C:4]2[CH:5]=[C:6]([Cl:16])[CH:7]=[C:8]([C:12]([O:14][CH3:15])=[O:13])[C:9]=2[C:10]=1[CH3:11].[C:20]([O:24][C:25]([NH:27][CH2:28][CH2:29][B-](F)(F)F)=[O:26])([CH3:23])([CH3:22])[CH3:21].[K+].C([O-])([O-])=O.[Cs+].[Cs+].CC(OC1C=CC=C(OC(C)C)C=1C1C(P(C2CCCCC2)C2CCCCC2)=CC=CC=1)C. The yield is 0.337. The product is [C:20]([O:24][C:25]([NH:27][CH2:28][CH2:29][C:2]1[N:3]([CH:17]([CH3:19])[CH3:18])[C:4]2[CH:5]=[C:6]([Cl:16])[CH:7]=[C:8]([C:12]([O:14][CH3:15])=[O:13])[C:9]=2[C:10]=1[CH3:11])=[O:26])([CH3:23])([CH3:22])[CH3:21]. (5) The reactants are CC1(C)C(C)(C)OB([C:9]2[CH:14]=[CH:13][N:12]=[C:11]([NH:15][C:16]([CH:18]3[CH2:20][CH2:19]3)=[O:17])[CH:10]=2)O1.Br[C:23]1[C:27]([C:28]2[CH:33]=[CH:32][C:31]([F:34])=[CH:30][CH:29]=2)=[N:26][N:25]2[CH2:35][CH2:36][CH2:37][C:24]=12.C(=O)([O-])[O-].[Na+].[Na+]. The catalyst is O1CCOCC1.C1CCC(P(C2CCCCC2)C2CCCCC2)CC1.C1CCC(P(C2CCCCC2)C2CCCCC2)CC1.[Cl-].[Cl-].[Pd+2]. The product is [F:34][C:31]1[CH:30]=[CH:29][C:28]([C:27]2[C:23]([C:9]3[CH:14]=[CH:13][N:12]=[C:11]([NH:15][C:16]([CH:18]4[CH2:19][CH2:20]4)=[O:17])[CH:10]=3)=[C:24]3[CH2:37][CH2:36][CH2:35][N:25]3[N:26]=2)=[CH:33][CH:32]=1. The yield is 0.430. (6) The reactants are C([Si](C)(C)[O:6][CH2:7][CH2:8][N:9]([CH2:45][C:46]1[CH:51]=[CH:50][C:49]([F:52])=[CH:48][CH:47]=1)[C:10]([C:12]1[C:17]([O:18][CH2:19][C:20]2[CH:25]=[CH:24][C:23]([O:26][CH3:27])=[CH:22][CH:21]=2)=[C:16]([O:28][CH2:29][C:30]2[CH:35]=[CH:34][C:33]([O:36][CH3:37])=[CH:32][CH:31]=2)[N:15]=[C:14]([C:38]2[CH:43]=[CH:42][C:41]([CH3:44])=[CH:40][CH:39]=2)[N:13]=1)=[O:11])(C)(C)C.CCCC[N+](CCCC)(CCCC)CCCC.[F-]. The catalyst is C(Cl)Cl. The product is [F:52][C:49]1[CH:48]=[CH:47][C:46]([CH2:45][N:9]([CH2:8][CH2:7][OH:6])[C:10]([C:12]2[C:17]([O:18][CH2:19][C:20]3[CH:21]=[CH:22][C:23]([O:26][CH3:27])=[CH:24][CH:25]=3)=[C:16]([O:28][CH2:29][C:30]3[CH:35]=[CH:34][C:33]([O:36][CH3:37])=[CH:32][CH:31]=3)[N:15]=[C:14]([C:38]3[CH:39]=[CH:40][C:41]([CH3:44])=[CH:42][CH:43]=3)[N:13]=2)=[O:11])=[CH:51][CH:50]=1. The yield is 0.910. (7) The reactants are [CH2:1]([NH:5][C:6](=[O:11])[O:7][CH2:8][C:9]#[CH:10])[CH2:2][CH2:3][CH3:4].[OH-].[Na+].[I-:14].[Na+].ClCl. The catalyst is O.CO. The product is [CH2:1]([NH:5][C:6](=[O:11])[O:7][CH2:8][C:9]#[C:10][I:14])[CH2:2][CH2:3][CH3:4]. The yield is 0.800. (8) The reactants are [CH2:1]([C:4]1[CH:9]=[CH:8][C:7]([F:10])=[C:6]([C:11]2[CH:16]=[CH:15][C:14]([Cl:17])=[CH:13][C:12]=2[CH3:18])[C:5]=1[OH:19])[CH:2]=[CH2:3]. The catalyst is C(Cl)Cl.CC1C=CC=CC=1[P](C1C=CC=CC=1C)([Pd](Cl)(Cl)[P](C1=C(C)C=CC=C1)(C1C=CC=CC=1C)C1C=CC=CC=1C)C1C=CC=CC=1C. The product is [Cl:17][C:14]1[CH:15]=[CH:16][C:11]([C:6]2[C:5]([OH:19])=[C:4]([CH:1]=[CH:2][CH3:3])[CH:9]=[CH:8][C:7]=2[F:10])=[C:12]([CH3:18])[CH:13]=1. The yield is 0.800. (9) The reactants are Cl.[C:2]([N:6]1[CH:14]=[C:13]2[C:8]([C:9](=[O:20])[NH:10][C:11]3([CH2:19][CH2:18][NH:17][CH2:16][CH2:15]3)[CH2:12]2)=[N:7]1)([CH3:5])([CH3:4])[CH3:3].[CH3:21][O:22][C:23]1[CH:24]=[C:25]([C:38](O)=[O:39])[CH:26]=[C:27]2[C:31]=1[N:30](C1CCCCO1)[N:29]=[CH:28]2.C(N(CC)CC)C.CCCP1(OP(CCC)(=O)OP(CCC)(=O)O1)=O.Cl. The catalyst is CN(C)C=O.O. The product is [C:2]([N:6]1[CH:14]=[C:13]2[C:8]([C:9](=[O:20])[NH:10][C:11]3([CH2:19][CH2:18][N:17]([C:38]([C:25]4[CH:26]=[C:27]5[C:31](=[C:23]([O:22][CH3:21])[CH:24]=4)[NH:30][N:29]=[CH:28]5)=[O:39])[CH2:16][CH2:15]3)[CH2:12]2)=[N:7]1)([CH3:5])([CH3:3])[CH3:4]. The yield is 0.100. (10) The reactants are [F:1][C:2]([F:13])([F:12])[C:3]1[CH:4]=[C:5]([CH:9]=[CH:10][CH:11]=1)[C:6]([OH:8])=[O:7].S(Cl)(Cl)=O.[CH3:18]O. No catalyst specified. The product is [F:1][C:2]([F:12])([F:13])[C:3]1[CH:4]=[C:5]([CH:9]=[CH:10][CH:11]=1)[C:6]([O:8][CH3:18])=[O:7]. The yield is 0.860.